This data is from Full USPTO retrosynthesis dataset with 1.9M reactions from patents (1976-2016). The task is: Predict the reactants needed to synthesize the given product. (1) Given the product [CH2:1]([O:23][C:19]1[CH:20]=[C:21]([F:22])[C:16]([F:15])=[CH:17][C:18]=1[NH2:24])[C:2]1[CH:7]=[CH:6][CH:5]=[CH:4][CH:3]=1, predict the reactants needed to synthesize it. The reactants are: [CH2:1](Br)[C:2]1[CH:7]=[CH:6][CH:5]=[CH:4][CH:3]=1.C(=O)([O-])[O-].[K+].[K+].[F:15][C:16]1[C:21]([F:22])=[CH:20][C:19]([OH:23])=[C:18]([N+:24]([O-])=O)[CH:17]=1.[Cl-].[NH4+]. (2) Given the product [CH3:1][O:2][C:3]1[CH:4]=[CH:5][C:6]2[O:10][C:9](=[O:11])[N:8]([CH2:24][C:23]3[CH:26]=[CH:27][CH:28]=[C:21]([O:20][CH3:19])[CH:22]=3)[C:7]=2[CH:12]=1, predict the reactants needed to synthesize it. The reactants are: [CH3:1][O:2][C:3]1[CH:4]=[CH:5][C:6]2[O:10][C:9](=[O:11])[NH:8][C:7]=2[CH:12]=1.C([O-])([O-])=O.[K+].[K+].[CH3:19][O:20][C:21]1[CH:22]=[C:23]([CH:26]=[CH:27][CH:28]=1)[CH2:24]Br. (3) Given the product [I:1][C:2]1[CH:3]=[C:4]2[C:5](=[CH:9][C:10]=1[C:11]([F:14])([F:13])[F:12])[C:6](=[O:7])[NH:18][C:15]2=[O:17], predict the reactants needed to synthesize it. The reactants are: [I:1][C:2]1[CH:3]=[C:4]([C:15]([OH:17])=O)[C:5](=[CH:9][C:10]=1[C:11]([F:14])([F:13])[F:12])[C:6](O)=[O:7].[NH2:18]C(N)=O. (4) The reactants are: [NH2:1][C:2]1[S:3][C:4]([CH2:11][C:12]2[CH:17]=[CH:16][CH:15]=[CH:14][CH:13]=2)=[CH:5][C:6]=1[C:7]([O:9][CH3:10])=[O:8].[Cl:18][C:19]([Cl:26])([Cl:25])[C:20]([N:22]=[C:23]=[O:24])=[O:21]. Given the product [CH2:11]([C:4]1[S:3][C:2]([NH:1][C:23]([NH:22][C:20](=[O:21])[C:19]([Cl:26])([Cl:25])[Cl:18])=[O:24])=[C:6]([C:7]([O:9][CH3:10])=[O:8])[CH:5]=1)[C:12]1[CH:17]=[CH:16][CH:15]=[CH:14][CH:13]=1, predict the reactants needed to synthesize it.